This data is from Reaction yield outcomes from USPTO patents with 853,638 reactions. The task is: Predict the reaction yield, written as a fraction of the theoretical maximum amount of product (1.0 means a 100% yield; for example, 0.34 means a 34% yield). (1) The reactants are [I:1][C:2]1[CH:3]=[C:4]2[C:9](=[CH:10][CH:11]=1)[N:8]=[CH:7][NH:6][C:5]2=O.O=S(Cl)[Cl:15]. The catalyst is CN(C=O)C. The product is [Cl:15][C:5]1[C:4]2[C:9](=[CH:10][CH:11]=[C:2]([I:1])[CH:3]=2)[N:8]=[CH:7][N:6]=1. The yield is 0.700. (2) The reactants are [CH3:1][C:2]1[N:7]=[C:6]([NH:8][C:9]2[C:10]([NH2:15])=[CH:11][CH:12]=[CH:13][CH:14]=2)[CH:5]=[CH:4][CH:3]=1.O=[C:17]([C:23](OCC)=[O:24])[C:18]([O:20][CH2:21][CH3:22])=[O:19]. The catalyst is C1(C)C=CC=CC=1. The product is [CH3:1][C:2]1[N:7]=[C:6]([N:8]2[C:9]3[C:10](=[CH:11][CH:12]=[CH:13][CH:14]=3)[N:15]=[C:17]([C:18]([O:20][CH2:21][CH3:22])=[O:19])[C:23]2=[O:24])[CH:5]=[CH:4][CH:3]=1. The yield is 0.890. (3) The reactants are [CH3:1][O:2][C:3](=[O:28])[NH:4][CH:5]([C:9]([N:11]1[CH2:15][CH2:14][CH2:13][CH:12]1[C:16]1[NH:17][C:18]([C:21]2[CH:26]=[CH:25][C:24](Br)=[CH:23][CH:22]=2)=[CH:19][N:20]=1)=[O:10])[CH:6]([CH3:8])[CH3:7].[CH3:29][O:30][C:31](=[O:68])[NH:32][CH:33]([C:37]([N:39]1[CH2:43][CH2:42][CH2:41][CH:40]1[C:44]1[NH:45][C:46]([C:49]2[CH:58]=[CH:57][C:56]3[C:51](=[CH:52][CH:53]=[C:54](B4OC(C)(C)C(C)(C)O4)[CH:55]=3)[CH:50]=2)=[CH:47][N:48]=1)=[O:38])[CH:34]([CH3:36])[CH3:35].C([O-])([O-])=O.[K+].[K+].N#N. The catalyst is C1(C)C=CC=CC=1.C1C=CC([P]([Pd]([P](C2C=CC=CC=2)(C2C=CC=CC=2)C2C=CC=CC=2)([P](C2C=CC=CC=2)(C2C=CC=CC=2)C2C=CC=CC=2)[P](C2C=CC=CC=2)(C2C=CC=CC=2)C2C=CC=CC=2)(C2C=CC=CC=2)C2C=CC=CC=2)=CC=1.C1C=CC(P(C2C=CC=CC=2)[C-]2C=CC=C2)=CC=1.C1C=CC(P(C2C=CC=CC=2)[C-]2C=CC=C2)=CC=1.Cl[Pd]Cl.[Fe+2].CN(C=O)C. The product is [CH3:29][O:30][C:31](=[O:68])[NH:32][CH:33]([C:37]([N:39]1[CH2:43][CH2:42][CH2:41][CH:40]1[C:44]1[NH:45][C:46]([C:49]2[CH:58]=[CH:57][C:56]3[C:51](=[CH:52][CH:53]=[C:54]([C:24]4[CH:25]=[CH:26][C:21]([C:18]5[NH:17][C:16]([CH:12]6[CH2:13][CH2:14][CH2:15][N:11]6[C:9](=[O:10])[CH:5]([NH:4][C:3]([O:2][CH3:1])=[O:28])[CH:6]([CH3:8])[CH3:7])=[N:20][CH:19]=5)=[CH:22][CH:23]=4)[CH:55]=3)[CH:50]=2)=[CH:47][N:48]=1)=[O:38])[CH:34]([CH3:36])[CH3:35]. The yield is 0.350.